Dataset: Full USPTO retrosynthesis dataset with 1.9M reactions from patents (1976-2016). Task: Predict the reactants needed to synthesize the given product. (1) Given the product [CH2:12]([NH:14][C:15]([C:17]1[CH:21]=[CH:20][S:19][C:18]=1[Cl:30])=[O:16])[CH3:13], predict the reactants needed to synthesize it. The reactants are: [Li]C(CC)C.C1CCCCC1.[CH2:12]([NH:14][C:15]([C:17]1[CH:21]=[CH:20][S:19][CH:18]=1)=[O:16])[CH3:13].CN(CCN(C)C)C.[Cl:30]C(Cl)(Cl)C(Cl)(Cl)Cl. (2) Given the product [ClH:40].[ClH:40].[NH2:29][CH2:28][C:27]1[CH:26]=[C:25]([C:4]2[C:5]3[N:6]([N:8]=[C:9]([NH:11][CH:12]4[CH2:13][CH2:14][N:15]([C:18]5[CH:23]=[C:22]([CH3:24])[N:21]=[CH:20][N:19]=5)[CH2:16][CH2:17]4)[N:10]=3)[CH:7]=[C:2]([CH3:1])[CH:3]=2)[CH:39]=[CH:38][CH:37]=1, predict the reactants needed to synthesize it. The reactants are: [CH3:1][C:2]1[CH:3]=[C:4]([C:25]2[CH:26]=[C:27]([CH:37]=[CH:38][CH:39]=2)[CH2:28][NH:29]C(=O)OC(C)(C)C)[C:5]2[N:6]([N:8]=[C:9]([NH:11][CH:12]3[CH2:17][CH2:16][N:15]([C:18]4[CH:23]=[C:22]([CH3:24])[N:21]=[CH:20][N:19]=4)[CH2:14][CH2:13]3)[N:10]=2)[CH:7]=1.[ClH:40].